Dataset: NCI-60 drug combinations with 297,098 pairs across 59 cell lines. Task: Regression. Given two drug SMILES strings and cell line genomic features, predict the synergy score measuring deviation from expected non-interaction effect. (1) Drug 1: C1=NC2=C(N1)C(=S)N=CN2. Drug 2: C(CN)CNCCSP(=O)(O)O. Cell line: HT29. Synergy scores: CSS=11.0, Synergy_ZIP=-7.24, Synergy_Bliss=-3.28, Synergy_Loewe=-30.7, Synergy_HSA=-5.57. (2) Drug 1: CC1C(C(CC(O1)OC2CC(OC(C2O)C)OC3=CC4=CC5=C(C(=O)C(C(C5)C(C(=O)C(C(C)O)O)OC)OC6CC(C(C(O6)C)O)OC7CC(C(C(O7)C)O)OC8CC(C(C(O8)C)O)(C)O)C(=C4C(=C3C)O)O)O)O. Drug 2: C(CCl)NC(=O)N(CCCl)N=O. Cell line: RPMI-8226. Synergy scores: CSS=18.3, Synergy_ZIP=-3.81, Synergy_Bliss=-1.14, Synergy_Loewe=-10.8, Synergy_HSA=-0.817. (3) Drug 1: CC1=C(C=C(C=C1)NC2=NC=CC(=N2)N(C)C3=CC4=NN(C(=C4C=C3)C)C)S(=O)(=O)N.Cl. Drug 2: CC1CCC2CC(C(=CC=CC=CC(CC(C(=O)C(C(C(=CC(C(=O)CC(OC(=O)C3CCCCN3C(=O)C(=O)C1(O2)O)C(C)CC4CCC(C(C4)OC)OCCO)C)C)O)OC)C)C)C)OC. Cell line: SW-620. Synergy scores: CSS=9.21, Synergy_ZIP=2.91, Synergy_Bliss=5.38, Synergy_Loewe=-14.5, Synergy_HSA=-3.95. (4) Drug 1: C1C(C(OC1N2C=NC3=C(N=C(N=C32)Cl)N)CO)O. Drug 2: CC1CCC2CC(C(=CC=CC=CC(CC(C(=O)C(C(C(=CC(C(=O)CC(OC(=O)C3CCCCN3C(=O)C(=O)C1(O2)O)C(C)CC4CCC(C(C4)OC)OCCO)C)C)O)OC)C)C)C)OC. Cell line: NCI-H522. Synergy scores: CSS=11.1, Synergy_ZIP=-9.24, Synergy_Bliss=-3.06, Synergy_Loewe=-8.38, Synergy_HSA=-2.89. (5) Drug 1: CC(CN1CC(=O)NC(=O)C1)N2CC(=O)NC(=O)C2. Drug 2: C#CCC(CC1=CN=C2C(=N1)C(=NC(=N2)N)N)C3=CC=C(C=C3)C(=O)NC(CCC(=O)O)C(=O)O. Cell line: HS 578T. Synergy scores: CSS=0.356, Synergy_ZIP=-4.91, Synergy_Bliss=-7.35, Synergy_Loewe=-11.2, Synergy_HSA=-7.47. (6) Drug 1: C1CCC(CC1)NC(=O)N(CCCl)N=O. Synergy scores: CSS=20.2, Synergy_ZIP=-6.43, Synergy_Bliss=6.62, Synergy_Loewe=1.20, Synergy_HSA=5.42. Cell line: HS 578T. Drug 2: C1=CC(=CC=C1CC(C(=O)O)N)N(CCCl)CCCl.Cl. (7) Drug 1: CS(=O)(=O)C1=CC(=C(C=C1)C(=O)NC2=CC(=C(C=C2)Cl)C3=CC=CC=N3)Cl. Drug 2: COC1=C(C=C2C(=C1)N=CN=C2NC3=CC(=C(C=C3)F)Cl)OCCCN4CCOCC4. Cell line: SF-268. Synergy scores: CSS=24.2, Synergy_ZIP=3.55, Synergy_Bliss=8.87, Synergy_Loewe=1.07, Synergy_HSA=6.38. (8) Drug 1: CC1C(C(CC(O1)OC2CC(CC3=C2C(=C4C(=C3O)C(=O)C5=C(C4=O)C(=CC=C5)OC)O)(C(=O)C)O)N)O.Cl. Drug 2: CC1C(C(CC(O1)OC2CC(CC3=C2C(=C4C(=C3O)C(=O)C5=CC=CC=C5C4=O)O)(C(=O)C)O)N)O. Cell line: SK-MEL-5. Synergy scores: CSS=60.2, Synergy_ZIP=0.334, Synergy_Bliss=4.64, Synergy_Loewe=-1.80, Synergy_HSA=5.66. (9) Drug 1: CCC1=CC2CC(C3=C(CN(C2)C1)C4=CC=CC=C4N3)(C5=C(C=C6C(=C5)C78CCN9C7C(C=CC9)(C(C(C8N6C)(C(=O)OC)O)OC(=O)C)CC)OC)C(=O)OC.C(C(C(=O)O)O)(C(=O)O)O. Drug 2: CC1C(C(=O)NC(C(=O)N2CCCC2C(=O)N(CC(=O)N(C(C(=O)O1)C(C)C)C)C)C(C)C)NC(=O)C3=C4C(=C(C=C3)C)OC5=C(C(=O)C(=C(C5=N4)C(=O)NC6C(OC(=O)C(N(C(=O)CN(C(=O)C7CCCN7C(=O)C(NC6=O)C(C)C)C)C)C(C)C)C)N)C. Cell line: HS 578T. Synergy scores: CSS=52.3, Synergy_ZIP=8.17, Synergy_Bliss=13.3, Synergy_Loewe=13.7, Synergy_HSA=13.2.